Dataset: NCI-60 drug combinations with 297,098 pairs across 59 cell lines. Task: Regression. Given two drug SMILES strings and cell line genomic features, predict the synergy score measuring deviation from expected non-interaction effect. (1) Drug 1: CCN(CC)CCNC(=O)C1=C(NC(=C1C)C=C2C3=C(C=CC(=C3)F)NC2=O)C. Drug 2: CN1C2=C(C=C(C=C2)N(CCCl)CCCl)N=C1CCCC(=O)O.Cl. Cell line: UACC62. Synergy scores: CSS=5.67, Synergy_ZIP=-1.58, Synergy_Bliss=2.11, Synergy_Loewe=1.57, Synergy_HSA=2.60. (2) Drug 1: C1=C(C(=O)NC(=O)N1)F. Drug 2: CS(=O)(=O)CCNCC1=CC=C(O1)C2=CC3=C(C=C2)N=CN=C3NC4=CC(=C(C=C4)OCC5=CC(=CC=C5)F)Cl. Cell line: OVCAR3. Synergy scores: CSS=38.1, Synergy_ZIP=-6.29, Synergy_Bliss=-4.45, Synergy_Loewe=0.891, Synergy_HSA=2.14. (3) Drug 1: CN(C)C1=NC(=NC(=N1)N(C)C)N(C)C. Drug 2: C1CNP(=O)(OC1)N(CCCl)CCCl. Synergy scores: CSS=-4.63, Synergy_ZIP=2.13, Synergy_Bliss=-0.991, Synergy_Loewe=-4.48, Synergy_HSA=-4.43. Cell line: MCF7.